This data is from Catalyst prediction with 721,799 reactions and 888 catalyst types from USPTO. The task is: Predict which catalyst facilitates the given reaction. Reactant: [CH3:1][N:2]([CH3:28])[C:3]1([C:22]2[CH:27]=[CH:26][CH:25]=[CH:24][CH:23]=2)[CH2:8][CH2:7][CH:6]([C:9]2[NH:10][C:11]3[C:16]([C:17]=2[CH2:18][CH2:19][CH2:20][OH:21])=[CH:15][CH:14]=[CH:13][CH:12]=3)[CH2:5][CH2:4]1.[Si]([Cl:33])(C)(C)C. Product: [ClH:33].[CH3:28][N:2]([CH3:1])[C:3]1([C:22]2[CH:23]=[CH:24][CH:25]=[CH:26][CH:27]=2)[CH2:8][CH2:7][CH:6]([C:9]2[NH:10][C:11]3[C:16]([C:17]=2[CH2:18][CH2:19][CH2:20][OH:21])=[CH:15][CH:14]=[CH:13][CH:12]=3)[CH2:5][CH2:4]1. The catalyst class is: 13.